Dataset: Retrosynthesis with 50K atom-mapped reactions and 10 reaction types from USPTO. Task: Predict the reactants needed to synthesize the given product. (1) Given the product CCOC(=O)N1CCCC(N2CCC(C#N)(C(=O)O)CC2)CC1, predict the reactants needed to synthesize it. The reactants are: CCOC(=O)N1CCCC(N2CCC(C#N)(C(=O)OCC)CC2)CC1. (2) Given the product N#CCOCC#CCN1C(=O)CCC[C@@H]1/C=C/C(=O)Cc1ccccc1, predict the reactants needed to synthesize it. The reactants are: COP(=O)(CC(=O)Cc1ccccc1)OC.N#CCOCC#CCN1C(=O)CCC[C@@H]1C=O. (3) Given the product CCCCOC(=O)N1CCN(C(=O)[C@H](CCC(=O)OC(C)(C)C)NC(=O)c2cc(OCC(=O)N3CCC[C@H]3C(=O)O)n(-c3ccccc3)n2)CC1, predict the reactants needed to synthesize it. The reactants are: CCCCOC(=O)N1CCN(C(=O)[C@H](CCC(=O)OC(C)(C)C)NC(=O)c2cc(OCC(=O)N3CCC[C@H]3C(=O)OCc3ccccc3)n(-c3ccccc3)n2)CC1. (4) The reactants are: CS(=O)(=O)OC1CC2(CCN(c3ccc(-c4ccc(F)cc4)cn3)CC2)C1.[N-]=[N+]=[N-]. Given the product [N-]=[N+]=NC1CC2(CCN(c3ccc(-c4ccc(F)cc4)cn3)CC2)C1, predict the reactants needed to synthesize it. (5) Given the product CCOC(=O)c1c(C(F)(F)F)nc(C(F)F)c(S(=O)C(C)C)c1CC, predict the reactants needed to synthesize it. The reactants are: CCOC(=O)c1c(C(F)(F)F)nc(C(F)F)c(SC(C)C)c1CC.O=C(OO)c1cccc(Cl)c1. (6) Given the product CCCCNS(=O)(=O)c1cccc2c(N(C)C)cccc12, predict the reactants needed to synthesize it. The reactants are: CCCCN.CN(C)c1cccc2c(S(=O)(=O)Cl)cccc12.